Dataset: NCI-60 drug combinations with 297,098 pairs across 59 cell lines. Task: Regression. Given two drug SMILES strings and cell line genomic features, predict the synergy score measuring deviation from expected non-interaction effect. Drug 1: C1=CC=C(C=C1)NC(=O)CCCCCCC(=O)NO. Drug 2: CCC1(C2=C(COC1=O)C(=O)N3CC4=CC5=C(C=CC(=C5CN(C)C)O)N=C4C3=C2)O.Cl. Cell line: A498. Synergy scores: CSS=26.0, Synergy_ZIP=-6.33, Synergy_Bliss=0.678, Synergy_Loewe=-3.87, Synergy_HSA=0.524.